This data is from Reaction yield outcomes from USPTO patents with 853,638 reactions. The task is: Predict the reaction yield, written as a fraction of the theoretical maximum amount of product (1.0 means a 100% yield; for example, 0.34 means a 34% yield). (1) The reactants are N1([CH:10]=[O:11])C2C=CC=CC=2N=N1.FC(F)(F)C(O)=O.[N:19]1([C:25]2[N:33]=[C:32]([C:34]3[CH:35]=[N:36][C:37]([NH2:40])=[N:38][CH:39]=3)[N:31]=[C:30]3[C:26]=2[N:27]=[C:28]([N:46]2[CH2:51][CH2:50][NH:49][CH2:48][CH2:47]2)[N:29]3[CH2:41][C:42]([F:45])([F:44])[F:43])[CH2:24][CH2:23][O:22][CH2:21][CH2:20]1. The catalyst is O1CCCC1.C(OCC)(=O)C. The product is [NH2:40][C:37]1[N:36]=[CH:35][C:34]([C:32]2[N:31]=[C:30]3[C:26]([N:27]=[C:28]([N:46]4[CH2:47][CH2:48][N:49]([CH:10]=[O:11])[CH2:50][CH2:51]4)[N:29]3[CH2:41][C:42]([F:44])([F:43])[F:45])=[C:25]([N:19]3[CH2:24][CH2:23][O:22][CH2:21][CH2:20]3)[N:33]=2)=[CH:39][N:38]=1. The yield is 0.560. (2) The reactants are [P:1]([O:13][CH:14]([CH2:24][O:25][C:26]1[CH:31]=[C:30]([Cl:32])[C:29]([C:33]2[N:37]=[C:36]([C:38]3[N:39]=[C:40]4[C:45]([Cl:46])=[CH:44][C:43]([C:47]([F:50])([F:49])[F:48])=[CH:42][N:41]4[CH:51]=3)[O:35][N:34]=2)=[CH:28][C:27]=1[Cl:52])[CH2:15][O:16][Si](C(C)(C)C)(C)C)([O:8]C(C)(C)C)([O:3]C(C)(C)C)=[O:2]. The catalyst is Cl. The product is [P:1]([OH:8])([OH:3])([O:13][CH:14]([CH2:15][OH:16])[CH2:24][O:25][C:26]1[CH:31]=[C:30]([Cl:32])[C:29]([C:33]2[N:37]=[C:36]([C:38]3[N:39]=[C:40]4[C:45]([Cl:46])=[CH:44][C:43]([C:47]([F:50])([F:48])[F:49])=[CH:42][N:41]4[CH:51]=3)[O:35][N:34]=2)=[CH:28][C:27]=1[Cl:52])=[O:2]. The yield is 0.340. (3) The reactants are Br[C:2]1[CH:7]=[CH:6][C:5]([S:8]([N:11]([CH2:22][CH2:23][CH2:24][CH2:25][CH2:26][CH3:27])[C:12]2[CH:13]=[CH:14][C:15]([F:21])=[C:16]([CH:20]=2)[C:17]([O-:19])=[O:18])(=[O:10])=[O:9])=[CH:4][CH:3]=1.[CH2:28]([C:32]1[CH:37]=[CH:36][C:35]([C:38]#[CH:39])=[CH:34][CH:33]=1)[CH2:29][CH2:30][CH3:31].[C:40]1(P(C2C=CC=CC=2)C2C=CC=CC=2)C=CC=CC=1. The catalyst is CN(C=O)C.CCOCC.Cl[Pd](Cl)([P](C1C=CC=CC=1)(C1C=CC=CC=1)C1C=CC=CC=1)[P](C1C=CC=CC=1)(C1C=CC=CC=1)C1C=CC=CC=1.[I].[Cu]. The product is [CH2:28]([C:32]1[CH:33]=[CH:34][C:35]([C:38]#[C:39][C:2]2[CH:7]=[CH:6][C:5]([S:8]([N:11]([CH2:22][CH2:23][CH2:24][CH2:25][CH2:26][CH3:27])[C:12]3[CH:13]=[CH:14][C:15]([F:21])=[C:16]([CH:20]=3)[C:17]([O:19][CH3:40])=[O:18])(=[O:10])=[O:9])=[CH:4][CH:3]=2)=[CH:36][CH:37]=1)[CH2:29][CH2:30][CH3:31]. The yield is 0.445. (4) The reactants are [C:1]([N:4]1[CH:13](C(O)=O)[CH2:12][C:11]2[C:6](=[CH:7][CH:8]=[CH:9][CH:10]=2)[CH2:5]1)(=O)[CH3:2].[C:17]([C:23]([O:25][CH3:26])=[O:24])#[C:18][C:19]([O:21][CH3:22])=[O:20]. The catalyst is C(OC(=O)C)(=O)C. The product is [CH3:22][O:21][C:19]([C:18]1[C:17]([C:23]([O:25][CH3:26])=[O:24])=[C:1]([CH3:2])[N:4]2[C:13]=1[CH2:12][C:11]1[CH:10]=[CH:9][CH:8]=[CH:7][C:6]=1[CH2:5]2)=[O:20]. The yield is 0.944. (5) The reactants are Cl.I[C:3]1[CH:8]=[C:7]([CH3:9])[C:6]([NH2:10])=[C:5]([CH3:11])[CH:4]=1.[CH2:12]([O:19][C:20]([C:22](=[CH2:27])[C:23]([O:25][CH3:26])=[O:24])=[O:21])[C:13]1[CH:18]=[CH:17][CH:16]=[CH:15][CH:14]=1.C(N(CC)CC)C. The catalyst is [Cl-].C([N+](CCCC)(CCCC)CCCC)CCC.C([O-])(=O)C.[Pd+2].C([O-])(=O)C.O1CCCC1. The product is [NH2:10][C:6]1[C:7]([CH3:9])=[CH:8][C:3](/[CH:27]=[C:22](\[C:20]([O:19][CH2:12][C:13]2[CH:18]=[CH:17][CH:16]=[CH:15][CH:14]=2)=[O:21])/[C:23]([O:25][CH3:26])=[O:24])=[CH:4][C:5]=1[CH3:11]. The yield is 0.650. (6) The reactants are [C:1]1([C@@H:7]2[NH:13][CH2:12][C:11]3[CH:14]=[CH:15][C:16]([C:18]([O:20][CH3:21])=[O:19])=[CH:17][C:10]=3[O:9][CH2:8]2)[CH:6]=[CH:5][CH:4]=[CH:3][CH:2]=1.Cl[C:23](Cl)([O:25]C(=O)OC(Cl)(Cl)Cl)Cl.CCN(CC)CC.[CH3:41][O:42][CH:43]1[CH2:48][CH2:47][NH:46][CH2:45][CH2:44]1. The catalyst is C1COCC1.O. The product is [CH3:41][O:42][CH:43]1[CH2:48][CH2:47][N:46]([C:23]([N:13]2[CH2:12][C:11]3[CH:14]=[CH:15][C:16]([C:18]([O:20][CH3:21])=[O:19])=[CH:17][C:10]=3[O:9][CH2:8][C@@H:7]2[C:1]2[CH:2]=[CH:3][CH:4]=[CH:5][CH:6]=2)=[O:25])[CH2:45][CH2:44]1. The yield is 0.800. (7) The reactants are [Br:1][C:2]1[C:3]([N:24]2[CH2:29][CH2:28][CH2:27][C@@H:26]([NH:30]C(=O)OC(C)(C)C)[CH2:25]2)=[C:4]2[C:10]([NH:11][C:12]([C:14]3[CH:23]=[N:22][C:21]4[C:16](=[CH:17][CH:18]=[CH:19][CH:20]=4)[N:15]=3)=[O:13])=[CH:9][NH:8][C:5]2=[N:6][CH:7]=1.C(O)(C(F)(F)F)=O.C(Cl)[Cl:46]. No catalyst specified. The product is [ClH:46].[NH2:30][C@@H:26]1[CH2:27][CH2:28][CH2:29][N:24]([C:3]2[C:2]([Br:1])=[CH:7][N:6]=[C:5]3[NH:8][CH:9]=[C:10]([NH:11][C:12]([C:14]4[CH:23]=[N:22][C:21]5[C:16](=[CH:17][CH:18]=[CH:19][CH:20]=5)[N:15]=4)=[O:13])[C:4]=23)[CH2:25]1. The yield is 0.180. (8) The reactants are Br[C:2]1[CH:3]=[C:4]2[C:9]([NH:10][C@@H:11]3[CH2:16][CH2:15][N:14]([S:17]([CH3:20])(=[O:19])=[O:18])[CH2:13][C@H:12]3[CH2:21][CH3:22])=[C:8]([C:23]([NH2:25])=[O:24])[CH:7]=[N:6][N:5]2[CH:26]=1.CC1(C)C(C)(C)OB([C:35]2[CH:36]=[N:37][N:38]([CH2:40][CH2:41][C:42]#[N:43])[CH:39]=2)O1.P([O-])([O-])([O-])=O.[K+].[K+].[K+]. The catalyst is C1C=CC(P(C2C=CC=CC=2)[C-]2C=CC=C2)=CC=1.C1C=CC(P(C2C=CC=CC=2)[C-]2C=CC=C2)=CC=1.Cl[Pd]Cl.[Fe+2].C(Cl)Cl.O1CCOCC1. The product is [C:42]([CH2:41][CH2:40][N:38]1[CH:39]=[C:35]([C:2]2[CH:3]=[C:4]3[C:9]([NH:10][C@@H:11]4[CH2:16][CH2:15][N:14]([S:17]([CH3:20])(=[O:19])=[O:18])[CH2:13][C@H:12]4[CH2:21][CH3:22])=[C:8]([C:23]([NH2:25])=[O:24])[CH:7]=[N:6][N:5]3[CH:26]=2)[CH:36]=[N:37]1)#[N:43]. The yield is 0.569. (9) The reactants are Cl.[F:2][C:3]1([F:47])[CH:9]([NH:10]C(=O)C(F)(F)F)[CH2:8][CH2:7][N:6]([C:17]2[N:21]([CH3:22])[N:20]=[CH:19][C:18]=2[NH:23][C:24]([C:26]2[N:27]=[C:28]([C:39]3[C:44]([F:45])=[CH:43][CH:42]=[CH:41][C:40]=3[F:46])[S:29][C:30]=2[NH:31]C(=O)OC(C)(C)C)=[O:25])[CH2:5][CH2:4]1.C([O-])([O-])=O.[K+].[K+]. The catalyst is O1CCOCC1.CO. The product is [NH2:31][C:30]1[S:29][C:28]([C:39]2[C:40]([F:46])=[CH:41][CH:42]=[CH:43][C:44]=2[F:45])=[N:27][C:26]=1[C:24]([NH:23][C:18]1[CH:19]=[N:20][N:21]([CH3:22])[C:17]=1[N:6]1[CH2:7][CH2:8][CH:9]([NH2:10])[C:3]([F:2])([F:47])[CH2:4][CH2:5]1)=[O:25]. The yield is 0.250. (10) The reactants are [CH2:1]([C:3]1[C:11]([CH3:12])=[C:10]2[C:6]([C:7](=[O:13])[O:8][CH2:9]2)=[C:5]([O:14]CC[Si](C)(C)C)[C:4]=1[CH2:21][CH2:22][NH:23][CH2:24][CH2:25][P:26](=[O:29])([OH:28])[OH:27])[CH3:2].FC(F)(F)C(O)=O. The catalyst is ClCCl. The product is [CH2:1]([C:3]1[C:11]([CH3:12])=[C:10]2[C:6]([C:7](=[O:13])[O:8][CH2:9]2)=[C:5]([OH:14])[C:4]=1[CH2:21][CH2:22][NH:23][CH2:24][CH2:25][P:26](=[O:27])([OH:29])[OH:28])[CH3:2]. The yield is 0.740.